Task: Predict the product of the given reaction.. Dataset: Forward reaction prediction with 1.9M reactions from USPTO patents (1976-2016) (1) Given the reactants [O:1]1[C:5]([C:6]2[CH:11]=[CH:10][C:9]([S:12](Cl)(=[O:14])=[O:13])=[CH:8][CH:7]=2)=[CH:4][N:3]=[CH:2]1.[NH2:16][C:17]1[CH:22]=[CH:21][C:20]([Cl:23])=[CH:19][C:18]=1[C:24]([C:26]1[CH:27]=[N:28][CH:29]=[CH:30][C:31]=1[CH3:32])=[O:25], predict the reaction product. The product is: [Cl:23][C:20]1[CH:21]=[CH:22][C:17]([NH:16][S:12]([C:9]2[CH:10]=[CH:11][C:6]([C:5]3[O:1][CH:2]=[N:3][CH:4]=3)=[CH:7][CH:8]=2)(=[O:14])=[O:13])=[C:18]([C:24]([C:26]2[CH:27]=[N:28][CH:29]=[CH:30][C:31]=2[CH3:32])=[O:25])[CH:19]=1. (2) Given the reactants O.[NH2:2][NH2:3].[Br:4][C:5]1[CH:6]=[C:7]([CH:19]=[CH:20][C:21]=1[F:22])[CH:8]=[C:9]1[C:17]2[C:12](=[CH:13][CH:14]=[CH:15][CH:16]=2)[C:11](=O)[O:10]1, predict the reaction product. The product is: [Br:4][C:5]1[CH:6]=[C:7]([CH:19]=[CH:20][C:21]=1[F:22])[CH2:8][C:9]1[C:17]2[C:12](=[CH:13][CH:14]=[CH:15][CH:16]=2)[C:11](=[O:10])[NH:3][N:2]=1. (3) The product is: [CH3:14][O:15][C:16]1[CH:17]=[C:18]([C:5]2[CH:4]=[N:3][C:2]([NH:25][C:26]3[S:27][CH:28]=[C:29]([CH3:31])[N:30]=3)=[C:11]3[C:6]=2[CH:7]=[CH:8][C:9]([CH3:12])=[N:10]3)[CH:19]=[CH:20][CH:21]=1. Given the reactants Cl[C:2]1[N:3]=[CH:4][C:5](I)=[C:6]2[C:11]=1[N:10]=[C:9]([CH3:12])[CH:8]=[CH:7]2.[CH3:14][O:15][C:16]1[CH:17]=[C:18](B(O)O)[CH:19]=[CH:20][CH:21]=1.[NH2:25][C:26]1[S:27][CH:28]=[C:29]([CH3:31])[N:30]=1, predict the reaction product.